This data is from Reaction yield outcomes from USPTO patents with 853,638 reactions. The task is: Predict the reaction yield, written as a fraction of the theoretical maximum amount of product (1.0 means a 100% yield; for example, 0.34 means a 34% yield). (1) The reactants are Cl[C:2]1[N:9]=[CH:8][C:7]([F:10])=[CH:6][C:3]=1[C:4]#[N:5].O.[NH2:12][NH2:13]. The catalyst is C(O)CCC. The product is [F:10][C:7]1[CH:6]=[C:3]2[C:4]([NH2:5])=[N:13][NH:12][C:2]2=[N:9][CH:8]=1. The yield is 0.880. (2) The reactants are Br[C:2]1[C:11]2[C:6](=[CH:7][CH:8]=[CH:9][CH:10]=2)[CH:5]=[CH:4][CH:3]=1.[Li]CCCC.[C:17]1([P:23]([C:34]2[CH:39]=[CH:38][CH:37]=[CH:36][CH:35]=2)[C:24]2[CH:25]=[CH:26][CH:27]=[C:28]3[C:33]=2[N:32]=[CH:31][CH:30]=[CH:29]3)[CH:22]=[CH:21][CH:20]=[CH:19][CH:18]=1.[NH4+].[Cl-]. The catalyst is C1COCC1. The product is [C:34]1([P:23]([C:17]2[CH:18]=[CH:19][CH:20]=[CH:21][CH:22]=2)[C:24]2[CH:25]=[CH:26][CH:27]=[C:28]3[C:33]=2[NH:32][CH:31]([C:2]2[C:11]4[C:6](=[CH:7][CH:8]=[CH:9][CH:10]=4)[CH:5]=[CH:4][CH:3]=2)[CH:30]=[CH:29]3)[CH:35]=[CH:36][CH:37]=[CH:38][CH:39]=1. The yield is 0.980. (3) The reactants are [NH:1]1[CH2:5][CH2:4][CH2:3][CH2:2]1.[CH3:6][C:7]([CH:9]=[CH2:10])=[O:8].[BH4-].[Na+]. The catalyst is C1COCC1. The product is [N:1]1([CH2:10][CH2:9][CH:7]([OH:8])[CH3:6])[CH2:5][CH2:4][CH2:3][CH2:2]1. The yield is 0.380. (4) The reactants are [CH3:1][O:2][CH:3]=[CH:4][C:5]1[CH:6]=[C:7]2[C:11](=[CH:12][CH:13]=1)[C:10](=[O:14])[O:9][C:8]2([CH3:16])[CH3:15].[CH3:17][OH:18]. The catalyst is S(=O)(=O)(O)O.C(OCC)(=O)C. The product is [CH3:1][O:2][CH:3]([O:18][CH3:17])[CH2:4][C:5]1[CH:6]=[C:7]2[C:11](=[CH:12][CH:13]=1)[C:10](=[O:14])[O:9][C:8]2([CH3:16])[CH3:15]. The yield is 0.260. (5) The product is [N:20]1[C:19]2[C:18]3[CH:17]=[CH:16][CH:15]=[CH:14][C:13]=3[NH:12][C:11]=2[CH:10]=[C:9]([OH:8])[CH:21]=1. The reactants are C([O:8][C:9]1[CH:21]=[N:20][C:19]2[C:18]3[CH:17]=[CH:16][CH:15]=[CH:14][C:13]=3[NH:12][C:11]=2[CH:10]=1)C1C=CC=CC=1. The yield is 0.990. The catalyst is CO.[Pd]. (6) The yield is 0.950. The product is [C:1]([O:5][C:6]([C:7]1[CH:8]=[C:9]([C:13]2[C:18]([CH3:19])=[CH:17][CH:16]=[CH:15][N+:14]=2[O-:23])[CH:10]=[CH:11][CH:12]=1)=[O:20])([CH3:4])([CH3:3])[CH3:2]. The catalyst is CCOC(C)=O.O. The reactants are [C:1]([O:5][C:6](=[O:20])[C:7]1[CH:12]=[CH:11][CH:10]=[C:9]([C:13]2[C:18]([CH3:19])=[CH:17][CH:16]=[CH:15][N:14]=2)[CH:8]=1)([CH3:4])([CH3:3])[CH3:2].NC(N)=[O:23].OO.C1(=O)OC(=O)C2=CC=CC=C12.[O-]S([O-])=O.[Na+].[Na+].C([O-])([O-])=O.[Na+].[Na+]. (7) The reactants are Br[C:2]1[S:6][C:5]([NH:7][C:8]([NH:10][C:11]2[CH:16]=[CH:15][C:14]([CH3:17])=[CH:13][C:12]=2[C:18]([CH:20]2[CH2:24][CH2:23][CH2:22][CH2:21]2)=[O:19])=[O:9])=[N:4][CH:3]=1.[CH3:25][N:26]([CH3:30])[CH2:27][CH2:28][SH:29]. No catalyst specified. The product is [CH:20]1([C:18]([C:12]2[CH:13]=[C:14]([CH3:17])[CH:15]=[CH:16][C:11]=2[NH:10][C:8]([NH:7][C:5]2[S:6][C:2]([S:29][CH2:28][CH2:27][N:26]([CH3:30])[CH3:25])=[CH:3][N:4]=2)=[O:9])=[O:19])[CH2:24][CH2:23][CH2:22][CH2:21]1. The yield is 0.300. (8) The reactants are [CH3:1][O:2][C:3]1[CH:12]=[CH:11][C:10]([N+:13]([O-:15])=[O:14])=[C:9]2[C:4]=1[CH2:5][CH2:6][CH:7]([C:16]([OH:18])=O)[CH2:8]2.S(Cl)(Cl)=O.[O:23]1[CH2:28][CH2:27][N:26]([C:29]2[CH:35]=[CH:34][C:32]([NH2:33])=[CH:31][CH:30]=2)[CH2:25][CH2:24]1.C(N(CC)CC)C. The catalyst is C(Cl)Cl.O.C1(C)C=CC=CC=1. The product is [O:23]1[CH2:24][CH2:25][N:26]([C:29]2[CH:30]=[CH:31][C:32]([NH:33][C:16]([CH:7]3[CH2:6][CH2:5][C:4]4[C:9](=[C:10]([N+:13]([O-:15])=[O:14])[CH:11]=[CH:12][C:3]=4[O:2][CH3:1])[CH2:8]3)=[O:18])=[CH:34][CH:35]=2)[CH2:27][CH2:28]1. The yield is 0.900.